Task: Predict the reactants needed to synthesize the given product.. Dataset: Full USPTO retrosynthesis dataset with 1.9M reactions from patents (1976-2016) (1) Given the product [CH3:16][O:17][C:18]1[CH:27]=[CH:26][CH:25]=[CH:24][C:19]=1[CH:20]=[CH:21][CH:22]=[CH:1][C:2]([C:4]1[CH:5]=[C:6]([O:14][CH3:15])[C:7]([O:12][CH3:13])=[C:8]([O:10][CH3:11])[CH:9]=1)=[O:3], predict the reactants needed to synthesize it. The reactants are: [CH3:1][C:2]([C:4]1[CH:9]=[C:8]([O:10][CH3:11])[C:7]([O:12][CH3:13])=[C:6]([O:14][CH3:15])[CH:5]=1)=[O:3].[CH3:16][O:17][C:18]1[CH:27]=[CH:26][CH:25]=[CH:24][C:19]=1[CH:20]=[CH:21][CH:22]=O. (2) Given the product [C:23]([C:2]([NH:1][C:41](=[O:42])[C:40]1[CH:44]=[CH:45][C:37]([O:36][C:35]([F:34])([F:46])[F:47])=[CH:38][CH:39]=1)([CH3:22])[CH2:3][O:4][C:5]1[CH:6]=[C:7]([C:8]#[N:9])[CH:10]=[CH:11][C:12]=1[O:13][C:14]1[CH:19]=[CH:18][C:17]([Cl:20])=[CH:16][C:15]=1[Cl:21])#[N:24], predict the reactants needed to synthesize it. The reactants are: [NH2:1][C:2]([C:23]#[N:24])([CH3:22])[CH2:3][O:4][C:5]1[CH:6]=[C:7]([CH:10]=[CH:11][C:12]=1[O:13][C:14]1[CH:19]=[CH:18][C:17]([Cl:20])=[CH:16][C:15]=1[Cl:21])[C:8]#[N:9].C(N(C(C)C)C(C)C)C.[F:34][C:35]([F:47])([F:46])[O:36][C:37]1[CH:45]=[CH:44][C:40]([C:41](Cl)=[O:42])=[CH:39][CH:38]=1. (3) Given the product [NH2:15][C@H:7]1[C:8]2[C:13](=[CH:12][CH:11]=[C:10]([F:14])[CH:9]=2)[N:4]([C:1](=[O:3])[CH3:2])[C@@H:5]([CH2:27][CH3:28])[C@@H:6]1[CH3:26], predict the reactants needed to synthesize it. The reactants are: [C:1]([N:4]1[C:13]2[C:8](=[CH:9][C:10]([F:14])=[CH:11][CH:12]=2)[C@H:7]([NH:15]C(=O)OCC2C=CC=CC=2)[C@@H:6]([CH3:26])[C@@H:5]1[CH2:27][CH3:28])(=[O:3])[CH3:2]. (4) Given the product [CH:27]1([NH:17][C:14]2[CH:15]=[CH:16][C:11]([C:9]([O:8][CH2:7][CH2:6][N:3]([CH2:2][CH3:1])[CH2:4][CH3:5])=[O:10])=[CH:12][CH:13]=2)[O:28][CH2:20][C@@H:21]([OH:22])[C@@H:23]([OH:24])[C@H:25]1[OH:26], predict the reactants needed to synthesize it. The reactants are: [CH3:1][CH2:2][N:3]([CH2:6][CH2:7][O:8][C:9]([C:11]1[CH:12]=[CH:13][C:14]([NH2:17])=[CH:15][CH:16]=1)=[O:10])[CH2:4][CH3:5].Cl.O=[CH:20][C@@H:21]([C@H:23]([C@@H:25]([CH2:27][OH:28])[OH:26])[OH:24])[OH:22].